From a dataset of Peptide-MHC class I binding affinity with 185,985 pairs from IEDB/IMGT. Regression. Given a peptide amino acid sequence and an MHC pseudo amino acid sequence, predict their binding affinity value. This is MHC class I binding data. The peptide sequence is ERYFRIHSL. The MHC is Patr-A0901 with pseudo-sequence Patr-A0901. The binding affinity (normalized) is 0.272.